This data is from Full USPTO retrosynthesis dataset with 1.9M reactions from patents (1976-2016). The task is: Predict the reactants needed to synthesize the given product. (1) Given the product [NH2:19][C:16]1[CH:17]=[CH:18][C:13]([N:8]2[CH:9]=[CH:10][C:11]3[O:12][C:4]([Br:3])=[CH:5][C:6]=3[C:7]2=[O:23])=[CH:14][C:15]=1[CH3:22], predict the reactants needed to synthesize it. The reactants are: [NH4+].[Cl-].[Br:3][C:4]1[O:12][C:11]2[CH:10]=[CH:9][N:8]([C:13]3[CH:18]=[CH:17][C:16]([N+:19]([O-])=O)=[C:15]([CH3:22])[CH:14]=3)[C:7](=[O:23])[C:6]=2[CH:5]=1. (2) Given the product [CH3:1][O:2][C:3]1[CH:4]=[CH:5][C:6]([C@@H:9]([N:11]([CH2:38][C:35]2[NH:34][C:33]3[CH:32]=[CH:31][CH:30]=[C:29]([N:26]4[CH2:25][CH2:24][N:23]([CH3:22])[CH2:28][CH2:27]4)[C:37]=3[N:36]=2)[C@@H:12]2[C:21]3[N:20]=[CH:19][CH:18]=[CH:17][C:16]=3[CH2:15][CH2:14][CH2:13]2)[CH3:10])=[CH:7][CH:8]=1, predict the reactants needed to synthesize it. The reactants are: [CH3:1][O:2][C:3]1[CH:8]=[CH:7][C:6]([C@@H:9]([NH:11][C@@H:12]2[C:21]3[N:20]=[CH:19][CH:18]=[CH:17][C:16]=3[CH2:15][CH2:14][CH2:13]2)[CH3:10])=[CH:5][CH:4]=1.[CH3:22][N:23]1[CH2:28][CH2:27][N:26]([C:29]2[C:37]3[N:36]=[C:35]([CH:38]=O)[NH:34][C:33]=3[CH:32]=[CH:31][CH:30]=2)[CH2:25][CH2:24]1.C(O)(=O)C.C(O[BH-](OC(=O)C)OC(=O)C)(=O)C.[Na+]. (3) Given the product [CH3:1][C:2]1[CH:7]=[CH:6][CH:5]=[C:4]([O:8][CH2:9][C:10]2[CH:15]=[CH:14][C:13]([CH2:16][CH2:17][N+:18]([O-:20])=[O:19])=[CH:12][CH:11]=2)[N:3]=1, predict the reactants needed to synthesize it. The reactants are: [CH3:1][C:2]1[CH:7]=[CH:6][CH:5]=[C:4]([O:8][CH2:9][C:10]2[CH:15]=[CH:14][C:13](/[CH:16]=[CH:17]/[N+:18]([O-:20])=[O:19])=[CH:12][CH:11]=2)[N:3]=1.C(O)(=O)C.[BH4-].[Na+].O.